This data is from Forward reaction prediction with 1.9M reactions from USPTO patents (1976-2016). The task is: Predict the product of the given reaction. Given the reactants [ClH:1].Cl.[CH2:3]([O:10][C:11](=[O:19])[CH2:12][C@@H:13]([NH2:18])[CH2:14][N:15]([CH3:17])[CH3:16])[C:4]1[CH:9]=[CH:8][CH:7]=[CH:6][CH:5]=1.C(OC(=O)C[C@@H](C(O)=O)NC(OC(C)(C)C)=O)C1C=CC=CC=1, predict the reaction product. The product is: [ClH:1].[ClH:1].[CH2:3]([O:10][C:11](=[O:19])[CH2:12][C@H:13]([NH2:18])[CH2:14][N:15]([CH3:16])[CH3:17])[C:4]1[CH:9]=[CH:8][CH:7]=[CH:6][CH:5]=1.